Dataset: Drug-target binding data from BindingDB using IC50 measurements. Task: Regression. Given a target protein amino acid sequence and a drug SMILES string, predict the binding affinity score between them. We predict pIC50 (pIC50 = -log10(IC50 in M); higher means more potent). Dataset: bindingdb_ic50. (1) The small molecule is O=C(OC1C[C@H]2CC[C@H](C1)N2)c1ccc[nH]1. The target protein (P07727) has sequence MYSFNTLRFYLWETIVFFSLAASKEADAARSAPKPMSPSDFLDKLMGRTSGYDARIRPNFKGPPVNVSCNIFINSFGSIAETTMDYRVNIFLRQQWNDPRLAYNEYPDDSLDLDPSMLDSIWKPDLFFANEKGAHFHEITTDNKLLRISRNGNVLYSIRITLTLACPMDLKNFPMDVQTCIMQLESFGYTMNDLIFEWQEQGAVQVADGLTLPQFILKEEKDLRYCTKHYNTGKFTCIEARFHLERQMGYYLIQMYIPSLLIVILSWISFWINMDAAPARVGLGITTVLTMTTQSSGSRASLPKVSYVKAIDIWMAVCLLFVFSALLEYAAVNFVSRQHKELLRFRRKRRHHKSPMLNLFQDDEGGEGRFNFSAYGMGPACLQAKDGISVKGANNNNTTNPAPAPSKSPEEMRKLFIQRAKKIDKISRIGFPMAFLIFNMFYWIIYKIVRREDVHNK. The pIC50 is 6.9. (2) The compound is Cc1nnn2c1-c1ccc(C(=O)N[C@@H](C)c3ccc(F)cc3)cc1N(c1ccc(Cl)cc1)CC2. The target protein sequence is WKHQFAWPFQQPVDAVKLNLPDYYKIIKTPMDMGTIKKRLENNYYWNAQECIQDFNTMFTNCYIYNKPGDDIV. The pIC50 is 7.0. (3) The small molecule is CC[C@H](C)[C@@H]1NC(=O)[C@@H](NC(=O)[C@H](CO)NC(=O)[C@@H](N)CCCNC(=N)N)CSSC[C@@H](C(=O)O)NC(=O)[C@H]([C@@H](C)O)NC(=O)CNC(=O)[C@@H]2CSSC[C@@H]3NC(=O)[C@H](CCC(N)=O)NC(=O)[C@H](Cc4ccccc4)NC(=O)[C@H](C)NC(=O)[C@H]([C@@H](C)O)NC(=O)[C@H](CSSC[C@H](NC(=O)[C@H](Cc4ccccc4)NC(=O)[C@H](CCC(=O)O)NC(=O)[C@H](CC(C)C)NC(=O)[C@H](CCCNC(=N)N)NC(=O)[C@H](Cc4ccc(O)cc4)NC(=O)[C@H](CCCCN)NC(=O)[C@H](CCSC)NC(=O)[C@H](CO)NC(=O)[C@H](Cc4cnc[nH]4)NC(=O)[C@H](CCCCN)NC3=O)C(=O)N[C@@H](CCCNC(=N)N)C(=O)N[C@@H](CCCCN)C(=O)N[C@@H]([C@@H](C)O)C(=O)N2)NC(=O)[C@H](CCCNC(=N)N)NC(=O)[C@H](CO)NC(=O)[C@H](CCCCN)NC(=O)[C@@H]2CCCN2C(=O)[C@H]([C@@H](C)CC)NC(=O)[C@H]([C@@H](C)O)NC(=O)[C@H](CC(=O)O)NC1=O. The target protein (P22001) has sequence MDERLSLLRSPPPPSARHRAHPPQRPASSGGAHTLVNHGYAEPAAGRELPPDMTVVPGDHLLEPEVADGGGAPPQGGCGGGGCDRYEPLPPSLPAAGEQDCCGERVVINISGLRFETQLKTLCQFPETLLGDPKRRMRYFDPLRNEYFFDRNRPSFDAILYYYQSGGRIRRPVNVPIDIFSEEIRFYQLGEEAMEKFREDEGFLREEERPLPRRDFQRQVWLLFEYPESSGPARGIAIVSVLVILISIVIFCLETLPEFRDEKDYPASTSQDSFEAAGNSTSGSRAGASSFSDPFFVVETLCIIWFSFELLVRFFACPSKATFSRNIMNLIDIVAIIPYFITLGTELAERQGNGQQAMSLAILRVIRLVRVFRIFKLSRHSKGLQILGQTLKASMRELGLLIFFLFIGVILFSSAVYFAEADDPTSGFSSIPDAFWWAVVTMTTVGYGDMHPVTIGGKIVGSLCAIAGVLTIALPVPVIVSNFNYFYHRETEGEEQSQYM.... The pIC50 is 6.4.